This data is from Full USPTO retrosynthesis dataset with 1.9M reactions from patents (1976-2016). The task is: Predict the reactants needed to synthesize the given product. (1) Given the product [C@@H:24]12[NH:26][C@@H:21]([CH2:22][CH2:23]1)[CH2:20][N:19]([C:16]1[CH:17]=[CH:18][C:13]3[N:14]([C:10]([C:9]([F:35])([F:34])[F:8])=[N:11][N:12]=3)[N:15]=1)[CH2:25]2, predict the reactants needed to synthesize it. The reactants are: C(O)(C(F)(F)F)=O.[F:8][C:9]([F:35])([F:34])[C:10]1[N:14]2[N:15]=[C:16]([N:19]3[CH2:25][C@H:24]4[N:26](C(OC(C)(C)C)=O)[C@H:21]([CH2:22][CH2:23]4)[CH2:20]3)[CH:17]=[CH:18][C:13]2=[N:12][N:11]=1. (2) The reactants are: [NH:1]([C:3]([NH2:5])=O)[NH2:2].[N:6]([CH2:9][CH3:10])=[C:7]=[S:8]. Given the product [NH2:5][C:3]1[N:6]([CH2:9][CH3:10])[C:7]([SH:8])=[N:2][N:1]=1, predict the reactants needed to synthesize it. (3) Given the product [CH3:13][NH:12][CH2:11][CH:8]1[CH2:7][C:6]2[CH:5]=[CH:4][CH:3]=[C:2]([C:16]3[CH:17]=[CH:18][CH:19]=[CH:20][C:15]=3[CH3:14])[C:10]=2[O:9]1, predict the reactants needed to synthesize it. The reactants are: Br[C:2]1[C:10]2[O:9][CH:8]([CH2:11][NH:12][CH3:13])[CH2:7][C:6]=2[CH:5]=[CH:4][CH:3]=1.[CH3:14][C:15]1[CH:20]=[CH:19][CH:18]=[CH:17][C:16]=1B(O)O. (4) Given the product [F:15][C:14]([F:17])([F:16])[C:12]1[CH:11]=[CH:10][N:9]=[C:8]([O:37][C:34]2[CH:35]=[CH:36][C:31]([C:28]34[CH2:29][CH2:30][CH:25]([N:22]5[CH2:23][CH2:24][S:19](=[O:38])(=[O:18])[N:20]=[C:21]53)[CH2:26][CH2:27]4)=[CH:32][CH:33]=2)[CH:13]=1, predict the reactants needed to synthesize it. The reactants are: C(=O)([O-])[O-].[K+].[K+].F[C:8]1[CH:13]=[C:12]([C:14]([F:17])([F:16])[F:15])[CH:11]=[CH:10][N:9]=1.[O:18]=[S:19]1(=[O:38])[CH2:24][CH2:23][N:22]2[CH:25]3[CH2:30][CH2:29][C:28]([C:31]4[CH:36]=[CH:35][C:34]([OH:37])=[CH:33][CH:32]=4)([C:21]2=[N:20]1)[CH2:27][CH2:26]3.CS(C)=O. (5) The reactants are: [Br:1][C:2]1[CH:3]=[C:4]([S:18][C:19]2[CH:20]=[C:21]([CH:25]=[CH:26][CH:27]=2)[C:22](O)=[O:23])[C:5]([NH:8][C:9]2[S:10][C:11]3[C:16]([N:17]=2)=[CH:15][CH:14]=[CH:13][N:12]=3)=[N:6][CH:7]=1.[CH3:28][N:29]([CH3:33])[CH2:30][CH2:31][NH2:32].Cl.CN(C)CCCN=C=NCC.C1C=CC2N(O)N=NC=2C=1.O.C(N(CC)C(C)C)(C)C. Given the product [Br:1][C:2]1[CH:3]=[C:4]([S:18][C:19]2[CH:20]=[C:21]([CH:25]=[CH:26][CH:27]=2)[C:22]([NH:32][CH2:31][CH2:30][N:29]([CH3:33])[CH3:28])=[O:23])[C:5]([NH:8][C:9]2[S:10][C:11]3[C:16]([N:17]=2)=[CH:15][CH:14]=[CH:13][N:12]=3)=[N:6][CH:7]=1, predict the reactants needed to synthesize it. (6) Given the product [Cl:17][C:18]1[CH:19]=[C:20]([S:24]([N:27]2[CH2:43][CH2:42][C:30]3([N:34]=[C:33]([CH:35]4[CH2:40][CH2:39][CH2:38][N:37]([C:7]([N:1]5[CH2:6][CH2:5][CH2:4][CH2:3][CH2:2]5)=[O:8])[CH2:36]4)[NH:32][C:31]3=[O:41])[CH2:29][CH2:28]2)(=[O:26])=[O:25])[CH:21]=[CH:22][CH:23]=1, predict the reactants needed to synthesize it. The reactants are: [N:1]1([C:7](Cl)=[O:8])[CH2:6][CH2:5][CH2:4][CH2:3][CH2:2]1.FC(F)(F)C(O)=O.[Cl:17][C:18]1[CH:19]=[C:20]([S:24]([N:27]2[CH2:43][CH2:42][C:30]3([N:34]=[C:33]([CH:35]4[CH2:40][CH2:39][CH2:38][NH:37][CH2:36]4)[NH:32][C:31]3=[O:41])[CH2:29][CH2:28]2)(=[O:26])=[O:25])[CH:21]=[CH:22][CH:23]=1. (7) Given the product [Cl:1][C:2]1[CH:3]=[CH:4][C:5]([C@:8]([NH:16][C:33](=[O:32])[C:34]([F:40])([F:39])[C:35]([F:38])([F:37])[F:36])([C:17]2[CH:22]=[C:21]([C:23]([F:26])([F:24])[F:25])[CH:20]=[C:19]([F:27])[CH:18]=2)[CH2:9][C:10]2[CH:11]=[CH:12][CH:13]=[CH:14][CH:15]=2)=[N:6][CH:7]=1, predict the reactants needed to synthesize it. The reactants are: [Cl:1][C:2]1[CH:3]=[CH:4][C:5]([C@@:8]([C:17]2[CH:22]=[C:21]([C:23]([F:26])([F:25])[F:24])[CH:20]=[C:19]([F:27])[CH:18]=2)([NH2:16])[CH2:9][C:10]2[CH:15]=[CH:14][CH:13]=[CH:12][CH:11]=2)=[N:6][CH:7]=1.FC(F)(C(F)(F)F)C([O:32][C:33](=O)[C:34]([F:40])([F:39])[C:35]([F:38])([F:37])[F:36])=O.